From a dataset of Full USPTO retrosynthesis dataset with 1.9M reactions from patents (1976-2016). Predict the reactants needed to synthesize the given product. Given the product [N+:14]([O-:17])([O-:16])=[O:15].[Al+3:5].[N+:14]([O-:17])([O-:16])=[O:15].[N+:14]([O-:17])([O-:16])=[O:15], predict the reactants needed to synthesize it. The reactants are: CC(C)[O-].[Al+3:5].CC(C)[O-].CC(C)[O-].[N+:14]([O-:17])([OH:16])=[O:15].